From a dataset of Catalyst prediction with 721,799 reactions and 888 catalyst types from USPTO. Predict which catalyst facilitates the given reaction. Product: [Br:1][C:2]1[CH:3]=[CH:4][C:5]([C:8]2[C:9](=[O:18])[NH:10][C:11]3([CH2:17][CH2:16][CH2:15][O:14][CH2:13]3)[N:12]=2)=[CH:6][CH:7]=1. The catalyst class is: 2. Reactant: [Br:1][C:2]1[CH:7]=[CH:6][C:5]([CH:8]2[NH:12][C:11]3([CH2:17][CH2:16][CH2:15][O:14][CH2:13]3)[NH:10][C:9]2=[O:18])=[CH:4][CH:3]=1.BrN1C(=O)CCC1=O.C(=O)(O)[O-].[Na+].